This data is from Full USPTO retrosynthesis dataset with 1.9M reactions from patents (1976-2016). The task is: Predict the reactants needed to synthesize the given product. (1) Given the product [C:24]([CH2:23][O:22][C:21]1[CH:27]=[C:28]([C:31]#[N:32])[CH:29]=[CH:30][C:20]=1[CH2:19][NH:18][C:5](=[O:7])[C:4]1[CH:8]=[C:9]([C:11]2[CH:16]=[CH:15][CH:14]=[CH:13][N:12]=2)[CH:10]=[C:2]([Cl:1])[CH:3]=1)(=[O:25])[NH2:26], predict the reactants needed to synthesize it. The reactants are: [Cl:1][C:2]1[CH:3]=[C:4]([CH:8]=[C:9]([C:11]2[CH:16]=[CH:15][CH:14]=[CH:13][N:12]=2)[CH:10]=1)[C:5]([OH:7])=O.Cl.[NH2:18][CH2:19][C:20]1[CH:30]=[CH:29][C:28]([C:31]#[N:32])=[CH:27][C:21]=1[O:22][CH2:23][C:24]([NH2:26])=[O:25]. (2) Given the product [F:13][C:14]1[CH:15]=[C:16]([N:24]2[CH2:28][C@H:27]([CH2:29][NH:30][C:31](=[O:33])[CH3:32])[O:26][C:25]2=[O:34])[CH:17]=[CH:18][C:19]=1[CH:20]1[CH2:23][N:22]([CH2:1][C:9]([OH:11])=[O:10])[CH2:21]1, predict the reactants needed to synthesize it. The reactants are: [CH2:1](N(CC)CC)C.Cl[C:9]([O:11]C)=[O:10].[F:13][C:14]1[CH:15]=[C:16]([N:24]2[CH2:28][C@H:27]([CH2:29][NH:30][C:31](=[O:33])[CH3:32])[O:26][C:25]2=[O:34])[CH:17]=[CH:18][C:19]=1[CH:20]1[CH2:23][NH:22][CH2:21]1. (3) The reactants are: [CH2:1]([O:4][N:5]([C@H]1CN(C(OC(C)(C)C)=O)[C@H](CO[Si](C(C)(C)C)(C)C)C(C)=C1)[S:6]([C:9]1[CH:14]=[CH:13][CH:12]=[CH:11][C:10]=1[N+:15]([O-:17])=[O:16])(=[O:8])=[O:7])[CH:2]=[CH2:3].[Si:41]([O:48][CH2:49][C@@H:50]1[C:55]([CH:56]([CH3:58])[CH3:57])=[CH:54][C@H:53](O)[CH2:52][N:51]1[C:60]([O:62][C:63]([CH3:66])([CH3:65])[CH3:64])=[O:61])([C:44]([CH3:47])([CH3:46])[CH3:45])([CH3:43])[CH3:42]. Given the product [CH2:1]([O:4][N:5]([C@H:53]1[CH2:52][N:51]([C:60]([O:62][C:63]([CH3:65])([CH3:64])[CH3:66])=[O:61])[C@H:50]([CH2:49][O:48][Si:41]([C:44]([CH3:47])([CH3:46])[CH3:45])([CH3:42])[CH3:43])[C:55]([CH:56]([CH3:58])[CH3:57])=[CH:54]1)[S:6]([C:9]1[CH:14]=[CH:13][CH:12]=[CH:11][C:10]=1[N+:15]([O-:17])=[O:16])(=[O:8])=[O:7])[CH:2]=[CH2:3], predict the reactants needed to synthesize it. (4) The reactants are: [CH3:1][C:2]1[C:7]([C:8]([OH:10])=O)=[CH:6][N:5]=[C:4]([C:11]2[N:16]=[CH:15][CH:14]=[CH:13][N:12]=2)[N:3]=1.[CH:17]1([C:20]2[N:21]([NH2:30])[C:22]3[C:27]([CH:28]=2)=[CH:26][C:25]([F:29])=[CH:24][CH:23]=3)[CH2:19][CH2:18]1.C[N+]1(C2N=C(OC)N=C(OC)N=2)CCOCC1.[Cl-]. Given the product [CH:17]1([C:20]2[N:21]([NH:30][C:8]([C:7]3[C:2]([CH3:1])=[N:3][C:4]([C:11]4[N:16]=[CH:15][CH:14]=[CH:13][N:12]=4)=[N:5][CH:6]=3)=[O:10])[C:22]3[C:27]([CH:28]=2)=[CH:26][C:25]([F:29])=[CH:24][CH:23]=3)[CH2:19][CH2:18]1, predict the reactants needed to synthesize it. (5) Given the product [CH3:9][O:8][C:6]([C:5]1[CH:10]=[CH:11][C:2]2[NH:1][C:22](=[O:23])[CH2:21][O:12][C:3]=2[CH:4]=1)=[O:7], predict the reactants needed to synthesize it. The reactants are: [NH2:1][C:2]1[CH:11]=[CH:10][C:5]([C:6]([O:8][CH3:9])=[O:7])=[CH:4][C:3]=1[OH:12].C(N(CC)CC)C.Cl[CH2:21][C:22](Cl)=[O:23].[H-].[Na+]. (6) The reactants are: [C:1]([N:5]1[C:9]([C:10]2[CH:15]=[CH:14][C:13]([O:16][CH3:17])=[CH:12][CH:11]=2)=[C:8]([C:18]2[S:19][CH:20]=[C:21]([CH2:23][OH:24])[N:22]=2)[CH:7]=[N:6]1)([CH3:4])([CH3:3])[CH3:2].O. Given the product [C:1]([N:5]1[C:9]([C:10]2[CH:11]=[CH:12][C:13]([O:16][CH3:17])=[CH:14][CH:15]=2)=[C:8]([C:18]2[S:19][CH:20]=[C:21]([CH:23]=[O:24])[N:22]=2)[CH:7]=[N:6]1)([CH3:3])([CH3:4])[CH3:2], predict the reactants needed to synthesize it. (7) Given the product [CH2:20]([O:19][C:16]1[CH:17]=[CH:18][C:13]([C:11]2[N:10]=[C:9]([C:26]#[N:27])[C:8]3[N:28]=[C:5]([CH:4]=[CH:3][CH2:2][N:29]4[CH2:34][CH2:33][O:32][CH2:31][CH2:30]4)[NH:6][C:7]=3[CH:12]=2)=[CH:14][C:15]=1[C:22]([F:25])([F:24])[F:23])[CH3:21], predict the reactants needed to synthesize it. The reactants are: Cl[CH2:2][CH:3]=[CH:4][C:5]1[NH:6][C:7]2[CH:12]=[C:11]([C:13]3[CH:18]=[CH:17][C:16]([O:19][CH2:20][CH3:21])=[C:15]([C:22]([F:25])([F:24])[F:23])[CH:14]=3)[N:10]=[C:9]([C:26]#[N:27])[C:8]=2[N:28]=1.[NH:29]1[CH2:34][CH2:33][O:32][CH2:31][CH2:30]1. (8) Given the product [F:13][C:14]([F:27])([F:26])[S:15]([O:11][C:8]1[CH:9]=[CH:10][C:5]([C:1]([CH3:4])([CH3:3])[CH3:2])=[CH:6][C:7]=1[CH3:12])(=[O:17])=[O:16], predict the reactants needed to synthesize it. The reactants are: [C:1]([C:5]1[CH:10]=[CH:9][C:8]([OH:11])=[C:7]([CH3:12])[CH:6]=1)([CH3:4])([CH3:3])[CH3:2].[F:13][C:14]([F:27])([F:26])[S:15](O[S:15]([C:14]([F:27])([F:26])[F:13])(=[O:17])=[O:16])(=[O:17])=[O:16].N1C=CC=CC=1.O.